Dataset: Catalyst prediction with 721,799 reactions and 888 catalyst types from USPTO. Task: Predict which catalyst facilitates the given reaction. (1) Reactant: [C:1]([CH2:3]P(=O)(OCC)OCC)#[N:2].CC(C)([O-])C.[K+].[CH2:18]([O:20][CH:21]([O:29][CH2:30][CH3:31])[C:22]1[S:26][CH:25]=[C:24]([CH:27]=O)[CH:23]=1)[CH3:19]. Product: [CH2:18]([O:20][CH:21]([O:29][CH2:30][CH3:31])[C:22]1[S:26][CH:25]=[C:24](/[CH:27]=[CH:3]/[C:1]#[N:2])[CH:23]=1)[CH3:19]. The catalyst class is: 1. (2) Reactant: Cl.NO.C([N:6]([CH2:9][CH3:10])CC)C.[Br:11][C:12]1[C:19]([O:20][CH3:21])=[C:18]([O:22][CH3:23])[CH:17]=[CH:16]C=1C=O.CS(Cl)(=O)=O. Product: [Br:11][C:12]1[C:19]([O:20][CH3:21])=[C:18]([O:22][CH3:23])[CH:17]=[CH:16][C:10]=1[C:9]#[N:6]. The catalyst class is: 10. (3) Product: [CH:1]1([C:6]2([C:11]3[CH:12]=[C:13]([OH:19])[CH:14]=[C:15]([OH:17])[CH:16]=3)[S:7][CH2:8][CH2:9][S:10]2)[CH2:2][CH2:3][CH2:4][CH2:5]1. Reactant: [CH:1]1([C:6]2([C:11]3[CH:16]=[C:15]([O:17]C)[CH:14]=[C:13]([O:19]C)[CH:12]=3)[S:10][CH2:9][CH2:8][S:7]2)[CH2:5][CH2:4][CH2:3][CH2:2]1.C(C1(C2C=C(O)C=C(O)C=2)SCCS1)CCC. The catalyst class is: 195. (4) Reactant: Cl.[F:2][C:3]([F:34])([F:33])[C:4]1[CH:5]=[C:6]([CH:26]=[C:27]([C:29]([F:32])([F:31])[F:30])[CH:28]=1)[CH2:7][N:8]([CH3:25])[C:9]([C@@H:11]1[CH2:16][CH2:15][NH:14][CH2:13][C@H:12]1[C:17]1[CH:22]=[CH:21][C:20]([F:23])=[CH:19][C:18]=1[CH3:24])=[O:10].[Cl:35][C:36]1[S:40][N:39]=[C:38]([CH3:41])[N:37]=1.CCN(CC)CC.O. Product: [ClH:35].[F:34][C:3]([F:2])([F:33])[C:4]1[CH:5]=[C:6]([CH:26]=[C:27]([C:29]([F:30])([F:31])[F:32])[CH:28]=1)[CH2:7][N:8]([CH3:25])[C:9]([C@@H:11]1[CH2:16][CH2:15][N:14]([C:36]2[S:40][N:39]=[C:38]([CH3:41])[N:37]=2)[CH2:13][C@H:12]1[C:17]1[CH:22]=[CH:21][C:20]([F:23])=[CH:19][C:18]=1[CH3:24])=[O:10]. The catalyst class is: 1. (5) Reactant: [F:1][C:2]([F:11])([F:10])[C:3]1[CH:9]=[CH:8][C:6]([NH2:7])=[CH:5][CH:4]=1.[C:12](O[C:12]([O:14][C:15]([CH3:18])([CH3:17])[CH3:16])=[O:13])([O:14][C:15]([CH3:18])([CH3:17])[CH3:16])=[O:13]. Product: [F:1][C:2]([F:10])([F:11])[C:3]1[CH:9]=[CH:8][C:6]([NH:7][C:12](=[O:13])[O:14][C:15]([CH3:18])([CH3:17])[CH3:16])=[CH:5][CH:4]=1. The catalyst class is: 107. (6) Reactant: FC(F)(F)C(O)=O.OC1(C[N:16]2[C:21](=[O:22])[C:20]3[CH:23]=[N:24][N:25]([C:26]4[CH:27]=[N:28][C:29]([C:32]5[CH:37]=[CH:36][CH:35]=[CH:34][CH:33]=5)=[CH:30][CH:31]=4)[C:19]=3[N:18]=[CH:17]2)CCNCC1. Product: [C:32]1([C:29]2[N:28]=[CH:27][C:26]([N:25]3[C:19]4[N:18]=[CH:17][NH:16][C:21](=[O:22])[C:20]=4[CH:23]=[N:24]3)=[CH:31][CH:30]=2)[CH:33]=[CH:34][CH:35]=[CH:36][CH:37]=1. The catalyst class is: 106.